From a dataset of Reaction yield outcomes from USPTO patents with 853,638 reactions. Predict the reaction yield, written as a fraction of the theoretical maximum amount of product (1.0 means a 100% yield; for example, 0.34 means a 34% yield). (1) The yield is 0.840. The reactants are [OH:1][C:2]1[CH:11]=[C:10]2[C:5]([CH2:6][C@@H:7]([C:19](=[O:31])[NH:20][C@H:21]3[C:30]4[C:25](=[CH:26][CH:27]=[CH:28][CH:29]=4)[CH2:24][CH2:23][CH2:22]3)[N:8]([C:12]([O:14][C:15]([CH3:18])([CH3:17])[CH3:16])=[O:13])[CH2:9]2)=[CH:4][CH:3]=1.CCN(CC)CC.[F:39][C:40]([F:59])([F:58])[S:41](N(C1C=CC=CC=1)[S:41]([C:40]([F:59])([F:58])[F:39])(=[O:43])=[O:42])(=[O:43])=[O:42]. The catalyst is C(Cl)Cl.CN(C1C=CN=CC=1)C. The product is [C@H:21]1([NH:20][C:19]([C@@H:7]2[CH2:6][C:5]3[C:10](=[CH:11][C:2]([O:1][S:41]([C:40]([F:59])([F:58])[F:39])(=[O:43])=[O:42])=[CH:3][CH:4]=3)[CH2:9][N:8]2[C:12]([O:14][C:15]([CH3:16])([CH3:17])[CH3:18])=[O:13])=[O:31])[C:30]2[C:25](=[CH:26][CH:27]=[CH:28][CH:29]=2)[CH2:24][CH2:23][CH2:22]1. (2) The reactants are [CH3:1][O:2][CH2:3][CH2:4][O:5][C:6]1[CH:7]=[C:8]2[C:12](=[C:13]([N:15]([CH3:25])[S:16]([C:19]3[CH:24]=[CH:23][CH:22]=[CH:21][N:20]=3)(=[O:18])=[O:17])[CH:14]=1)[NH:11][C:10]([C:26]1[S:27][CH2:28][C@@H:29]([C:31](O)=[O:32])[N:30]=1)=[CH:9]2.[NH4+].[N:35]1(O)C2C=CC=CC=2N=N1.Cl.CN(C)CCCN=C=NCC.C(N(CC)CC)C. The catalyst is CN(C)C=O. The product is [CH3:1][O:2][CH2:3][CH2:4][O:5][C:6]1[CH:7]=[C:8]2[C:12](=[C:13]([N:15]([CH3:25])[S:16]([C:19]3[CH:24]=[CH:23][CH:22]=[CH:21][N:20]=3)(=[O:17])=[O:18])[CH:14]=1)[NH:11][C:10]([C:26]1[S:27][CH2:28][C@@H:29]([C:31]([NH2:35])=[O:32])[N:30]=1)=[CH:9]2. The yield is 0.370.